This data is from Forward reaction prediction with 1.9M reactions from USPTO patents (1976-2016). The task is: Predict the product of the given reaction. (1) Given the reactants [N:1]1[C:9]2[C:4](=[N:5][CH:6]=[CH:7][CH:8]=2)[N:3]([C:10]2[CH:15]=[CH:14][C:13]([CH2:16][C:17]([OH:19])=O)=[CH:12][CH:11]=2)[CH:2]=1.[CH3:20][N:21]([CH3:38])[CH2:22][CH2:23][CH2:24][N:25]([CH3:37])[C:26]1[CH:31]=[CH:30][C:29]([NH2:32])=[CH:28][C:27]=1[C:33]([F:36])([F:35])[F:34], predict the reaction product. The product is: [CH3:38][N:21]([CH3:20])[CH2:22][CH2:23][CH2:24][N:25]([CH3:37])[C:26]1[CH:31]=[CH:30][C:29]([NH:32][C:17](=[O:19])[CH2:16][C:13]2[CH:12]=[CH:11][C:10]([N:3]3[C:4]4=[N:5][CH:6]=[CH:7][CH:8]=[C:9]4[N:1]=[CH:2]3)=[CH:15][CH:14]=2)=[CH:28][C:27]=1[C:33]([F:34])([F:36])[F:35]. (2) Given the reactants CC1C=CC(S(O[CH2:12][C:13]([F:16])([F:15])[F:14])(=O)=O)=CC=1.[Br:17][C:18]1[CH:19]=[C:20]([OH:24])[CH:21]=[CH:22][CH:23]=1.[OH-].[Na+], predict the reaction product. The product is: [Br:17][C:18]1[CH:23]=[CH:22][CH:21]=[C:20]([O:24][CH2:12][C:13]([F:16])([F:15])[F:14])[CH:19]=1. (3) The product is: [F:18][C:19]1[CH:26]=[C:25]([O:36][C:31]2[CH:32]=[CH:33][CH:34]=[CH:35][C:30]=2[O:29][CH3:28])[CH:24]=[CH:23][C:20]=1[CH:21]=[O:22]. Given the reactants FC1C=CC=CC=1OC1C=CC(C(O)=O)=CC=1.[F:18][C:19]1[CH:26]=[C:25](F)[CH:24]=[CH:23][C:20]=1[CH:21]=[O:22].[CH3:28][O:29][C:30]1[CH:35]=[CH:34][CH:33]=[CH:32][C:31]=1[OH:36], predict the reaction product.